Predict which catalyst facilitates the given reaction. From a dataset of Catalyst prediction with 721,799 reactions and 888 catalyst types from USPTO. (1) Reactant: [NH2:1][C:2]1[CH:3]=[C:4]([CH:9]=[CH:10][C:11]=1[NH:12][CH2:13][CH:14]1[CH2:19][CH2:18][C:17]([F:21])([F:20])[CH2:16][CH2:15]1)[C:5]([O:7][CH3:8])=[O:6].[CH3:22][C:23]([CH3:28])([CH3:27])[C:24](Cl)=O. Product: [C:23]([C:28]1[N:12]([CH2:13][CH:14]2[CH2:15][CH2:16][C:17]([F:20])([F:21])[CH2:18][CH2:19]2)[C:11]2[CH:10]=[CH:9][C:4]([C:5]([O:7][CH3:8])=[O:6])=[CH:3][C:2]=2[N:1]=1)([CH3:27])([CH3:24])[CH3:22]. The catalyst class is: 79. (2) Reactant: [Li+].[CH3:2][CH2:3][CH2:4][CH2-:5].[CH2:6]1[C:14]2[C:9](=[CH:10][CH:11]=[CH:12][CH:13]=2)[CH:8]=[CH:7]1.[Cl-:15].[Cl-].[Cl-].[Cl-].[Zr+4:19].C(Cl)[Cl:21]. Product: [Cl-:21].[Cl-:15].[CH3:2][C:3]1[CH:14]=[CH:6][C:7]([C:7]2[CH:8]([Zr+2:19][CH:6]3[C:14]4[C:9](=[CH:10][CH:11]=[CH:12][CH:13]=4)[CH:8]=[C:7]3[C:3]3[CH:2]=[CH:8][C:9]([CH3:10])=[CH:5][CH:4]=3)[C:9]3[C:14]([CH:6]=2)=[CH:13][CH:12]=[CH:11][CH:10]=3)=[CH:5][CH:4]=1. The catalyst class is: 28. (3) Reactant: O=[C:2]1[CH2:7][CH2:6][CH:5]([C:8]([OH:10])=[O:9])[CH2:4][CH2:3]1.Cl.[C:12]1([NH:18]N)[CH:17]=[CH:16][CH:15]=[CH:14][CH:13]=1. Product: [CH2:7]1[C:2]2[NH:18][C:12]3[C:13](=[CH:14][CH:15]=[CH:16][CH:17]=3)[C:3]=2[CH2:4][CH:5]([C:8]([OH:10])=[O:9])[CH2:6]1. The catalyst class is: 14. (4) Reactant: [CH3:1][C:2]1[N:3]([CH:14]2[CH2:19][CH2:18][O:17][CH2:16][CH2:15]2)[C:4]([C:7]2[CH:12]=[CH:11][N:10]=[C:9]([NH2:13])[N:8]=2)=[CH:5][N:6]=1.Br[C:21]1[CH:26]=[CH:25][C:24]([S:27]([CH3:30])(=[O:29])=[O:28])=[CH:23][CH:22]=1.C([O-])([O-])=O.[Cs+].[Cs+].CC(C1C=C(C(C)C)C(C2C=CC=CC=2P(C2CCCCC2)C2CCCCC2)=C(C(C)C)C=1)C. Product: [CH3:30][S:27]([C:24]1[CH:25]=[CH:26][C:21]([NH:13][C:9]2[N:8]=[C:7]([C:4]3[N:3]([CH:14]4[CH2:19][CH2:18][O:17][CH2:16][CH2:15]4)[C:2]([CH3:1])=[N:6][CH:5]=3)[CH:12]=[CH:11][N:10]=2)=[CH:22][CH:23]=1)(=[O:29])=[O:28]. The catalyst class is: 110.